Dataset: Forward reaction prediction with 1.9M reactions from USPTO patents (1976-2016). Task: Predict the product of the given reaction. Given the reactants [CH2:1]([O:3][C:4](=[O:17])[CH2:5][N:6]1[C:14]2[CH2:13][CH2:12][CH2:11][C:10](=[N:15]O)[C:9]=2[CH:8]=[N:7]1)[CH3:2].C([BH3-])#N.[Na+].C([O-])(=O)C.[NH4+].N.[Cl-].[NH4+], predict the reaction product. The product is: [CH2:1]([O:3][C:4](=[O:17])[CH2:5][N:6]1[C:14]2[CH2:13][CH2:12][CH2:11][CH:10]([NH2:15])[C:9]=2[CH:8]=[N:7]1)[CH3:2].